From a dataset of Catalyst prediction with 721,799 reactions and 888 catalyst types from USPTO. Predict which catalyst facilitates the given reaction. (1) Product: [Cl:27][C:26]1[CH:25]=[CH:24][C:23]([C@H:28]2[C@H:33]([OH:34])[C@@H:32]([OH:35])[C@H:31]([OH:36])[C@@H:30]([CH2:37][OH:38])[O:29]2)=[CH:22][C:21]=1[CH2:20][C:17]1[CH:18]=[CH:19][C:14]2[O:13][C:10]3([CH2:12][CH2:11]3)[CH2:9][NH:8][C:15]=2[CH:16]=1. Reactant: C([N:8]1[C:15]2[CH:16]=[C:17]([CH2:20][C:21]3[CH:22]=[C:23]([C@H:28]4[C@H:33]([OH:34])[C@@H:32]([OH:35])[C@H:31]([OH:36])[C@@H:30]([CH2:37][OH:38])[O:29]4)[CH:24]=[CH:25][C:26]=3[Cl:27])[CH:18]=[CH:19][C:14]=2[O:13][C:10]2([CH2:12][CH2:11]2)[CH2:9]1)C1C=CC=CC=1.C(OCC)(=O)C.Cl. The catalyst class is: 19. (2) Reactant: [CH2:1]([N:3]1[CH2:8][CH2:7][N:6]([C:9]2[CH:10]=[C:11]([NH:15][C:16]3[N:21]=[CH:20][C:19](/[CH:22]=[CH:23]/[C:24]4[CH:25]=[C:26]([CH:32]=[C:33]([O:35][CH3:36])[CH:34]=4)[C:27]([NH:29][O:30][CH3:31])=[O:28])=[CH:18][N:17]=3)[CH:12]=[CH:13][CH:14]=2)[CH2:5][CH2:4]1)[CH3:2]. Product: [CH2:1]([N:3]1[CH2:4][CH2:5][N:6]([C:9]2[CH:10]=[C:11]([NH:15][C:16]3[N:21]=[CH:20][C:19]([CH2:22][CH2:23][C:24]4[CH:25]=[C:26]([CH:32]=[C:33]([O:35][CH3:36])[CH:34]=4)[C:27]([NH:29][O:30][CH3:31])=[O:28])=[CH:18][N:17]=3)[CH:12]=[CH:13][CH:14]=2)[CH2:7][CH2:8]1)[CH3:2]. The catalyst class is: 19. (3) Reactant: [CH2:1]([O:3][C:4](=[O:16])[CH2:5][O:6][C:7]1[CH:12]=[CH:11][C:10]([N+:13]([O-])=O)=[CH:9][CH:8]=1)[CH3:2].O1CCCC1.[H][H]. Product: [CH2:1]([O:3][C:4](=[O:16])[CH2:5][O:6][C:7]1[CH:12]=[CH:11][C:10]([NH2:13])=[CH:9][CH:8]=1)[CH3:2]. The catalyst class is: 349. (4) Reactant: [CH2:1]([O:8][C:9]1[CH:10]=[C:11]([CH:18]=[C:19]([O:22][CH3:23])[C:20]=1[Br:21])[C:12]([NH:14][CH2:15][C:16]#[CH:17])=[O:13])[C:2]1[CH:7]=[CH:6][CH:5]=[CH:4][CH:3]=1.[H-].[Na+]. Product: [CH2:1]([O:8][C:9]1[CH:10]=[C:11]([C:12]2[O:13][C:16]([CH3:17])=[CH:15][N:14]=2)[CH:18]=[C:19]([O:22][CH3:23])[C:20]=1[Br:21])[C:2]1[CH:7]=[CH:6][CH:5]=[CH:4][CH:3]=1. The catalyst class is: 12. (5) Reactant: [NH2:1][C:2]1[CH:14]=[C:13]2[C:5]([C:6]3[CH:7]=[C:8]([C:18]4[CH:23]=[CH:22][C:21]([OH:24])=[C:20]([Cl:25])[CH:19]=4)[CH:9]=[C:10]([C:15]([NH2:17])=[O:16])[C:11]=3[NH:12]2)=[CH:4][CH:3]=1.C([BH3-])#N.[Na+].C(OC)(OC)OC.C(O)(=O)C.[CH2:41]1[CH2:45][O:44][CH2:43][CH2:42]1. Product: [Cl:25][C:20]1[CH:19]=[C:18]([C:8]2[CH:9]=[C:10]([C:15]([NH2:17])=[O:16])[C:11]3[NH:12][C:13]4[C:5]([C:6]=3[CH:7]=2)=[CH:4][CH:3]=[C:2]([N:1]2[CH2:41][CH2:45][O:44][CH2:43][CH2:42]2)[CH:14]=4)[CH:23]=[CH:22][C:21]=1[OH:24]. The catalyst class is: 5.